From a dataset of Full USPTO retrosynthesis dataset with 1.9M reactions from patents (1976-2016). Predict the reactants needed to synthesize the given product. Given the product [C:1]1([N:7]2[C:11]3[CH:12]=[C:13]([O:16][CH2:11][CH2:12][CH2:13][OH:16])[CH:14]=[CH:15][C:10]=3[N:9]=[C:8]2[C:17]2[CH:18]=[CH:19][CH:20]=[CH:21][CH:22]=2)[CH:6]=[CH:5][CH:4]=[CH:3][CH:2]=1, predict the reactants needed to synthesize it. The reactants are: [C:1]1([N:7]2[C:11]3[CH:12]=[C:13]([OH:16])[CH:14]=[CH:15][C:10]=3[N:9]=[C:8]2[C:17]2[CH:22]=[CH:21][CH:20]=[CH:19][CH:18]=2)[CH:6]=[CH:5][CH:4]=[CH:3][CH:2]=1.